From a dataset of Forward reaction prediction with 1.9M reactions from USPTO patents (1976-2016). Predict the product of the given reaction. (1) Given the reactants [C:1]1([C:7]2[NH:8][CH:9]=CN=2)[CH:6]=[CH:5][CH:4]=[CH:3][CH:2]=1.C([N:14]([CH2:17]C)CC)C.COC1C=CC(C(Cl)(C2C=CC=CC=2)C2C=CC(OC)=CC=2)=CC=1.[NH2:43][C@H:44]([CH2:49][C:50]1[C:58]2[C:53](=[CH:54][CH:55]=[CH:56][CH:57]=2)[N:52]([CH3:59])[CH:51]=1)[C:45]([O:47][CH3:48])=[O:46].ClC(Cl)([O:63][C:64](=O)[O:65]C(Cl)(Cl)Cl)Cl, predict the reaction product. The product is: [NH:14]1[CH:17]=[C:7]([C:1]2[CH:2]=[CH:3][CH:4]=[CH:5][C:6]=2[O:65][C:64]([NH:43][C@H:44]([CH2:49][C:50]2[C:58]3[C:53](=[CH:54][CH:55]=[CH:56][CH:57]=3)[N:52]([CH3:59])[CH:51]=2)[C:45]([O:47][CH3:48])=[O:46])=[O:63])[N:8]=[CH:9]1. (2) Given the reactants Br[C:2]1[C:6]2[CH:7]=[C:8]([Cl:11])[CH:9]=[CH:10][C:5]=2[S:4][CH:3]=1.[CH:12]1[C:24]2[NH:23][C:22]3[C:17](=[CH:18][CH:19]=[CH:20][CH:21]=3)[C:16]=2[CH:15]=[CH:14][CH:13]=1.[O-]P([O-])([O-])=O.[K+].[K+].[K+], predict the reaction product. The product is: [Cl:11][C:8]1[CH:9]=[CH:10][C:5]2[S:4][CH:3]=[C:2]([N:23]3[C:24]4[CH:12]=[CH:13][CH:14]=[CH:15][C:16]=4[C:17]4[C:22]3=[CH:21][CH:20]=[CH:19][CH:18]=4)[C:6]=2[CH:7]=1. (3) Given the reactants [NH:1](C(OC(C)(C)C)=O)[C@H:2]([C:10]([N:12]1[CH2:30][CH2:29][CH2:28][C@H:13]1[C:14]([NH:16][CH2:17][C:18]([N:20]1[CH2:27][CH2:26][CH2:25][C@H:21]1[C:22]([OH:24])=[O:23])=[O:19])=[O:15])=[O:11])[CH2:3][CH2:4][CH2:5][NH:6][C:7](=[NH:9])[NH2:8].CCOCC, predict the reaction product. The product is: [NH2:1][C@H:2]([C:10]([N:12]1[CH2:30][CH2:29][CH2:28][C@H:13]1[C:14]([NH:16][CH2:17][C:18]([N:20]1[CH2:27][CH2:26][CH2:25][C@H:21]1[C:22]([OH:24])=[O:23])=[O:19])=[O:15])=[O:11])[CH2:3][CH2:4][CH2:5][NH:6][C:7](=[NH:8])[NH2:9]. (4) Given the reactants C(O[C:4]1[C:5](=[O:12])[C:6](=[O:11])[C:7]=1[O:8][CH2:9][CH3:10])C.[Cl:13][C:14]1[CH:20]=[CH:19][C:17]([NH2:18])=[CH:16][CH:15]=1, predict the reaction product. The product is: [Cl:13][C:14]1[CH:20]=[CH:19][C:17]([NH:18][C:4]2[C:5](=[O:12])[C:6](=[O:11])[C:7]=2[O:8][CH2:9][CH3:10])=[CH:16][CH:15]=1. (5) Given the reactants Cl.[CH2:2]([O:4][C:5](=[O:9])[C@H:6]([CH3:8])[NH2:7])[CH3:3].[P:10](Cl)(Cl)(=[O:19])[O:11][C:12]1[CH:17]=[CH:16][CH:15]=[C:14]([F:18])[CH:13]=1.CN1C=CN=C1.[C:28]([O:42][CH2:43][CH3:44])(=[O:41])[CH2:29][CH2:30][NH:31][C:32](=[O:40])[C@@H:33]([C:35]([CH2:38][OH:39])([CH3:37])[CH3:36])[OH:34], predict the reaction product. The product is: [CH2:2]([O:4][C:5](=[O:9])[C@@H:6]([NH:7][P:10]([O:39][CH2:38][C:35]([CH3:37])([CH3:36])[C@@H:33]([OH:34])[C:32]([NH:31][CH2:30][CH2:29][C:28]([O:42][CH2:43][CH3:44])=[O:41])=[O:40])([O:11][C:12]1[CH:17]=[CH:16][CH:15]=[C:14]([F:18])[CH:13]=1)=[O:19])[CH3:8])[CH3:3]. (6) Given the reactants [CH3:1][C:2](=[O:7])[CH2:3][C:4](=[O:6])[CH3:5].[CH2:8]1[O:18][C:17]2[CH:16]=[CH:15][C:12]([CH:13]=O)=[CH:11][C:10]=2[O:9]1.N1CCCCC1.CC(O)=O, predict the reaction product. The product is: [CH2:8]1[O:18][C:17]2[CH:16]=[CH:15][C:12]([CH:13]=[C:3]([C:2](=[O:7])[CH3:1])[C:4](=[O:6])[CH3:5])=[CH:11][C:10]=2[O:9]1. (7) Given the reactants [OH:1][N:2]1[C:6](=[O:7])[CH2:5][CH2:4][C:3]1=[O:8].[C:9]([OH:28])(=[O:27])[CH2:10][CH2:11][CH2:12][CH2:13][CH2:14][CH2:15][CH2:16]/[CH:17]=[CH:18]\[CH2:19][CH2:20]CCCCCC.ON1C(=O)CCC1=O.CCN(C(C)C)C(C)C.C(Cl)(=O)CCCCCCCCCCC, predict the reaction product. The product is: [OH:1][N:2]1[C:6](=[O:7])[CH2:5][CH2:4][C:3]1=[O:8].[C:9]([OH:28])(=[O:27])[CH2:10][CH2:11][CH2:12][CH2:13][CH2:14][CH2:15][CH2:16][CH2:17][CH2:18][CH2:19][CH3:20].